From a dataset of Catalyst prediction with 721,799 reactions and 888 catalyst types from USPTO. Predict which catalyst facilitates the given reaction. (1) Reactant: Cl[C:2]1[N:7]=[C:6]([O:8][C:9]2[CH:18]=[CH:17][C:12]([C:13]([O:15][CH3:16])=[O:14])=[CH:11][CH:10]=2)[C:5]([N+:19]([O-:21])=[O:20])=[CH:4][CH:3]=1.C([O-])([O-])=O.[K+].[K+].[CH3:28][N:29]1[CH2:34][CH2:33][NH:32][CH2:31][CH2:30]1. Product: [CH3:28][N:29]1[CH2:34][CH2:33][N:32]([C:2]2[N:7]=[C:6]([O:8][C:9]3[CH:18]=[CH:17][C:12]([C:13]([O:15][CH3:16])=[O:14])=[CH:11][CH:10]=3)[C:5]([N+:19]([O-:21])=[O:20])=[CH:4][CH:3]=2)[CH2:31][CH2:30]1. The catalyst class is: 9. (2) Reactant: [C:1]([C:5]1[S:9][C:8]([C:10]([NH:12][C@@H:13]([CH2:26][C:27]2[CH:32]=[CH:31][C:30]([C:33]3[N:38]=[CH:37][C:36]([C:39]4[CH:44]=[CH:43][C:42]([OH:45])=[CH:41][CH:40]=4)=[CH:35][N:34]=3)=[CH:29][CH:28]=2)[C:14]([NH:16][C@@H:17]([C:19]([O:21][C:22]([CH3:25])([CH3:24])[CH3:23])=[O:20])[CH3:18])=[O:15])=[O:11])=[CH:7][CH:6]=1)([CH3:4])([CH3:3])[CH3:2].CCN(C(C)C)C(C)C.[F:55][C:56]([F:75])([F:74])[S:57](N(C1C=CC=CC=1)[S:57]([C:56]([F:75])([F:74])[F:55])(=[O:59])=[O:58])(=[O:59])=[O:58]. Product: [C:1]([C:5]1[S:9][C:8]([C:10]([NH:12][C@@H:13]([CH2:26][C:27]2[CH:32]=[CH:31][C:30]([C:33]3[N:34]=[CH:35][C:36]([C:39]4[CH:44]=[CH:43][C:42]([O:45][S:57]([C:56]([F:75])([F:74])[F:55])(=[O:59])=[O:58])=[CH:41][CH:40]=4)=[CH:37][N:38]=3)=[CH:29][CH:28]=2)[C:14]([NH:16][C@@H:17]([C:19]([O:21][C:22]([CH3:25])([CH3:23])[CH3:24])=[O:20])[CH3:18])=[O:15])=[O:11])=[CH:7][CH:6]=1)([CH3:2])([CH3:3])[CH3:4]. The catalyst class is: 2. (3) Reactant: C(=[N:14][NH:15][C:16]1[C:17]2[CH:54]=[CH:53][CH:52]=[CH:51][C:18]=2[S:19][C:20]=1[C:21]([C:23]1[N:27](COCC2C=CC=CC=2)[C:26]2[CH:37]=[C:38]([O:41][CH2:42][CH2:43][CH2:44][N:45]3[CH2:50][CH2:49][CH2:48][CH2:47][CH2:46]3)[CH:39]=[CH:40][C:25]=2[N:24]=1)=O)(C1C=CC=CC=1)C1C=CC=CC=1.Br. Product: [N:45]1([CH2:44][CH2:43][CH2:42][O:41][C:38]2[CH:39]=[CH:40][C:25]3[N:24]=[C:23]([C:21]4[C:20]5[S:19][C:18]6[CH:51]=[CH:52][CH:53]=[CH:54][C:17]=6[C:16]=5[NH:15][N:14]=4)[NH:27][C:26]=3[CH:37]=2)[CH2:50][CH2:49][CH2:48][CH2:47][CH2:46]1. The catalyst class is: 8. (4) Reactant: [Br:1][C:2]1[CH:10]=[CH:9][C:8]2[C:4](=[C:5]3[N:14]=[C:13](Cl)[C:12]([C:16]4[CH:21]=[CH:20][CH:19]=[CH:18][CH:17]=4)=[CH:11][N:6]3[N:7]=2)[CH:3]=1.[C:22]([O:26][C:27](=[O:48])[NH:28][C:29]1([C:33]2[CH:38]=[CH:37][C:36](B3OC(C)(C)C(C)(C)O3)=[CH:35][CH:34]=2)[CH2:32][CH2:31][CH2:30]1)([CH3:25])([CH3:24])[CH3:23].C(=O)([O-])[O-].[Na+].[Na+]. Product: [C:22]([O:26][C:27](=[O:48])[NH:28][C:29]1([C:33]2[CH:34]=[CH:35][C:36]([C:13]3[C:12]([C:16]4[CH:21]=[CH:20][CH:19]=[CH:18][CH:17]=4)=[CH:11][N:6]4[N:7]=[C:8]5[C:4]([CH:3]=[C:2]([Br:1])[CH:10]=[CH:9]5)=[C:5]4[N:14]=3)=[CH:37][CH:38]=2)[CH2:30][CH2:31][CH2:32]1)([CH3:25])([CH3:23])[CH3:24]. The catalyst class is: 70. (5) Reactant: [OH:1][CH2:2][C:3]1[CH:4]=[C:5]2[C:10](=[CH:11][CH:12]=1)[CH:9]=[C:8]([C:13]([O:15][CH3:16])=[O:14])[CH:7]=[CH:6]2. Product: [CH:2]([C:3]1[CH:4]=[C:5]2[C:10](=[CH:11][CH:12]=1)[CH:9]=[C:8]([C:13]([O:15][CH3:16])=[O:14])[CH:7]=[CH:6]2)=[O:1]. The catalyst class is: 327. (6) Reactant: [Br:1][C:2]1[CH:14]=[CH:13][C:5]([CH2:6][NH:7][CH2:8][CH2:9][CH:10]([CH3:12])[CH3:11])=[CH:4][C:3]=1[F:15].C(=O)(O)[O-].[Na+].[C:21](O[C:21]([O:23][C:24]([CH3:27])([CH3:26])[CH3:25])=[O:22])([O:23][C:24]([CH3:27])([CH3:26])[CH3:25])=[O:22]. Product: [C:24]([O:23][C:21](=[O:22])[N:7]([CH2:6][C:5]1[CH:13]=[CH:14][C:2]([Br:1])=[C:3]([F:15])[CH:4]=1)[CH2:8][CH2:9][CH:10]([CH3:12])[CH3:11])([CH3:27])([CH3:26])[CH3:25]. The catalyst class is: 84.